Dataset: Forward reaction prediction with 1.9M reactions from USPTO patents (1976-2016). Task: Predict the product of the given reaction. (1) Given the reactants [CH2:1]([O:3][C:4](=[O:23])[CH2:5][O:6][C:7]1[CH:12]=[CH:11][C:10]([N:13](C(OC(C)(C)C)=O)[CH3:14])=[CH:9][C:8]=1[CH3:22])C.[CH3:1][O:3][C:4](=[O:23])[CH2:5][O:6][C:7]1[CH:12]=[CH:11][C:10]([N:13](C(OC(C)(C)C)=O)[CH3:14])=[CH:9][C:8]=1[CH3:22].C(O)(C(F)(F)F)=O, predict the reaction product. The product is: [CH3:1][O:3][C:4](=[O:23])[CH2:5][O:6][C:7]1[CH:12]=[CH:11][C:10]([NH:13][CH3:14])=[CH:9][C:8]=1[CH3:22]. (2) Given the reactants [Cl:1][C:2]1[CH:13]=[C:12]([C:14]#[C:15][C:16](=[O:33])[NH:17][CH:18]([C:23]2[CH:28]=[CH:27][CH:26]=[C:25]([C:29]([F:32])([F:31])[F:30])[CH:24]=2)[C:19]([F:22])([F:21])[F:20])[CH:11]=[CH:10][C:3]=1[C:4]([NH:6][CH:7]1[CH2:9][CH2:8]1)=[O:5].N1C2C(=CC=CC=2)C=CC=1, predict the reaction product. The product is: [Cl:1][C:2]1[CH:13]=[C:12](/[CH:14]=[CH:15]\[C:16](=[O:33])[NH:17][CH:18]([C:23]2[CH:28]=[CH:27][CH:26]=[C:25]([C:29]([F:30])([F:31])[F:32])[CH:24]=2)[C:19]([F:22])([F:20])[F:21])[CH:11]=[CH:10][C:3]=1[C:4]([NH:6][CH:7]1[CH2:8][CH2:9]1)=[O:5]. (3) Given the reactants [CH:1]([C:4]1[C:5]2[CH:6]=[C:7]([CH3:28])[C:8]([NH:16][C:17]3[CH:27]=[CH:26][C:20]([C:21]([O:23][CH2:24][CH3:25])=[O:22])=[CH:19][CH:18]=3)=[CH:9][C:10]=2[C:11]([CH3:15])([CH3:14])[CH2:12][CH:13]=1)([CH3:3])[CH3:2].[CH:29](=O)[CH3:30], predict the reaction product. The product is: [CH2:29]([N:16]([C:8]1[C:7]([CH3:28])=[CH:6][C:5]2[C:4]([CH:1]([CH3:3])[CH3:2])=[CH:13][CH2:12][C:11]([CH3:14])([CH3:15])[C:10]=2[CH:9]=1)[C:17]1[CH:18]=[CH:19][C:20]([C:21]([O:23][CH2:24][CH3:25])=[O:22])=[CH:26][CH:27]=1)[CH3:30]. (4) Given the reactants Cl[C:2]1[N:3]=[C:4]([N:13]2[CH2:18][CH2:17][O:16][CH2:15][CH2:14]2)[C:5]2[CH2:10][O:9][C:8]([CH3:12])([CH3:11])[C:6]=2[N:7]=1.CC1(C)C(C)(C)OB([C:27]2[CH:36]=[CH:35][C:30]3[N:31]=[C:32]([NH2:34])[O:33][C:29]=3[CH:28]=2)O1, predict the reaction product. The product is: [CH3:11][C:8]1([CH3:12])[C:6]2[N:7]=[C:2]([C:36]3[CH:27]=[CH:28][C:29]4[O:33][C:32]([NH2:34])=[N:31][C:30]=4[CH:35]=3)[N:3]=[C:4]([N:13]3[CH2:18][CH2:17][O:16][CH2:15][CH2:14]3)[C:5]=2[CH2:10][O:9]1.